This data is from Peptide-MHC class II binding affinity with 134,281 pairs from IEDB. The task is: Regression. Given a peptide amino acid sequence and an MHC pseudo amino acid sequence, predict their binding affinity value. This is MHC class II binding data. (1) The peptide sequence is AFKPVLVDEGRKVAI. The MHC is HLA-DQA10201-DQB10402 with pseudo-sequence HLA-DQA10201-DQB10402. The binding affinity (normalized) is 0.266. (2) The peptide sequence is SELPDFLAKKGGEAM. The MHC is HLA-DQA10201-DQB10301 with pseudo-sequence HLA-DQA10201-DQB10301. The binding affinity (normalized) is 0.444. (3) The peptide sequence is YMPDVLEKLELLQRR. The MHC is DRB3_0202 with pseudo-sequence DRB3_0202. The binding affinity (normalized) is 0.149.